Dataset: CYP1A2 inhibition data for predicting drug metabolism from PubChem BioAssay. Task: Regression/Classification. Given a drug SMILES string, predict its absorption, distribution, metabolism, or excretion properties. Task type varies by dataset: regression for continuous measurements (e.g., permeability, clearance, half-life) or binary classification for categorical outcomes (e.g., BBB penetration, CYP inhibition). Dataset: cyp1a2_veith. The compound is COc1ncc2nc(CCc3ccccc3)c(=O)n(Cc3ccc(F)cc3)c2n1. The result is 1 (inhibitor).